This data is from Forward reaction prediction with 1.9M reactions from USPTO patents (1976-2016). The task is: Predict the product of the given reaction. (1) Given the reactants Br[C:2]1[CH:26]=[CH:25][C:24]2([C:38]3[CH:37]=[CH:36][CH:35]=[CH:34][C:33]=3[C:32]3[C:27]2=[CH:28][CH:29]=[CH:30][CH:31]=3)[C:23]2[C:3]=1[CH:4]=[C:5]1[CH:22]=[C:21]3[C:8]([C:9]4[C:14]([C:15]5[C:20]3=[CH:19][CH:18]=[CH:17][CH:16]=5)=[CH:13][CH:12]=[CH:11][CH:10]=4)=[CH:7][C:6]1=2.[C:39]1([N:45]2[C:57]3[CH:56]=[CH:55][C:54]([C:58]4[CH:59]=[CH:60][C:61]5[NH:62][C:63]6[C:68]([C:69]=5[CH:70]=4)=[CH:67][CH:66]=[CH:65][CH:64]=6)=[CH:53][C:52]=3[C:51]3[C:46]2=[CH:47][CH:48]=[CH:49][CH:50]=3)[CH:44]=[CH:43][CH:42]=[CH:41][CH:40]=1.CC(C)([O-])C.[Na+], predict the reaction product. The product is: [C:39]1([N:45]2[C:57]3[CH:56]=[CH:55][C:54]([C:58]4[CH:59]=[CH:60][C:61]5[N:62]([C:2]6[CH:26]=[CH:25][C:24]7([C:27]8[CH:28]=[CH:29][CH:30]=[CH:31][C:32]=8[C:33]8[C:38]7=[CH:37][CH:36]=[CH:35][CH:34]=8)[C:23]7[C:3]=6[CH:4]=[C:5]6[CH:22]=[C:21]8[C:8]([C:9]9[C:14]([C:15]%10[C:20]8=[CH:19][CH:18]=[CH:17][CH:16]=%10)=[CH:13][CH:12]=[CH:11][CH:10]=9)=[CH:7][C:6]6=7)[C:63]6[C:68]([C:69]=5[CH:70]=4)=[CH:67][CH:66]=[CH:65][CH:64]=6)=[CH:53][C:52]=3[C:51]3[C:46]2=[CH:47][CH:48]=[CH:49][CH:50]=3)[CH:44]=[CH:43][CH:42]=[CH:41][CH:40]=1. (2) The product is: [C:7]1(=[O:13])[CH:11]2[CH:10]([CH:6]3[CH2:5][CH2:4][CH:3]2[CH:2]=[CH:1]3)[C:9](=[O:12])[CH2:8]1. Given the reactants [CH:1]1[CH2:6][CH2:5][CH:4]=[CH:3][CH:2]=1.[C:7]1(=[O:13])[CH:11]=[CH:10][C:9](=[O:12])[CH2:8]1, predict the reaction product.